Dataset: Catalyst prediction with 721,799 reactions and 888 catalyst types from USPTO. Task: Predict which catalyst facilitates the given reaction. (1) Reactant: [CH3:1][O:2][C:3]1[N:8]=[C:7]2[CH:9]=[CH:10][NH:11][C:6]2=[CH:5][C:4]=1[B:12]([OH:14])[OH:13].[H-].[Na+].I[CH3:18]. Product: [CH3:1][O:2][C:3]1[N:8]=[C:7]2[CH:9]=[CH:10][N:11]([CH3:18])[C:6]2=[CH:5][C:4]=1[B:12]([OH:14])[OH:13]. The catalyst class is: 7. (2) Reactant: [CH:1]([C:4]1[CH:13]=[CH:12][C:7]([C:8]([O:10][CH3:11])=[O:9])=[C:6]([CH3:14])[CH:5]=1)([CH3:3])[CH3:2].C(O)(C(F)(F)F)=O.[I:22]N1C(=O)CCC1=O.P(O)([O-])([O-])=O.[Na+].[Na+]. Product: [I:22][C:13]1[C:4]([CH:1]([CH3:3])[CH3:2])=[CH:5][C:6]([CH3:14])=[C:7]([CH:12]=1)[C:8]([O:10][CH3:11])=[O:9]. The catalyst class is: 4.